Dataset: Peptide-MHC class I binding affinity with 185,985 pairs from IEDB/IMGT. Task: Regression. Given a peptide amino acid sequence and an MHC pseudo amino acid sequence, predict their binding affinity value. This is MHC class I binding data. (1) The peptide sequence is MTKEASREY. The MHC is HLA-A26:01 with pseudo-sequence HLA-A26:01. The binding affinity (normalized) is 0.734. (2) The peptide sequence is YTYEAYVRYPE. The MHC is Mamu-A02 with pseudo-sequence Mamu-A02. The binding affinity (normalized) is 0.302. (3) The peptide sequence is YCNYTKFWYV. The MHC is HLA-A68:02 with pseudo-sequence HLA-A68:02. The binding affinity (normalized) is 0.427. (4) The peptide sequence is RVYNNTARY. The MHC is BoLA-D18.4 with pseudo-sequence BoLA-D18.4. The binding affinity (normalized) is 0.407.